Dataset: Catalyst prediction with 721,799 reactions and 888 catalyst types from USPTO. Task: Predict which catalyst facilitates the given reaction. (1) Reactant: BrC1C(Br)=C([C:12]([O:14][C:15]([C:17]2[C:26]3[C:21](=[CH:22][CH:23]=[CH:24][CH:25]=3)[CH:20]=[C:19](Br)[C:18]=2Br)=[O:16])=[O:13])C2C(C=1)=CC=CC=2. Product: [CH:23]1[CH:22]=[C:21]2[C:26]3=[C:25]([C:12]([O:14][C:15](=[O:16])[C:17]3=[CH:18][CH:19]=[CH:20]2)=[O:13])[CH:24]=1. The catalyst class is: 28. (2) Reactant: [Br:1][C:2]1[N:7]=[C:6]([CH2:8][OH:9])[CH:5]=[CH:4][C:3]=1[O:10][CH2:11][CH2:12][O:13][Si:14]([C:17]([CH3:20])([CH3:19])[CH3:18])([CH3:16])[CH3:15]. Product: [Br:1][C:2]1[N:7]=[C:6]([CH:8]=[O:9])[CH:5]=[CH:4][C:3]=1[O:10][CH2:11][CH2:12][O:13][Si:14]([C:17]([CH3:20])([CH3:19])[CH3:18])([CH3:15])[CH3:16]. The catalyst class is: 58. (3) Reactant: [CH3:1][O:2][C:3](=[O:10])[C@@H:4]1[CH2:8][C@H:7]([OH:9])[CH2:6][NH:5]1.C(N(CC)CC)C.[C:18]([C:20]1[CH:21]=[C:22]([S:26](Cl)(=[O:28])=[O:27])[CH:23]=[CH:24][CH:25]=1)#[N:19]. Product: [C:18]([C:20]1[CH:21]=[C:22]([S:26]([N:5]2[CH2:6][C@@H:7]([OH:9])[CH2:8][C@H:4]2[C:3]([O:2][CH3:1])=[O:10])(=[O:28])=[O:27])[CH:23]=[CH:24][CH:25]=1)#[N:19]. The catalyst class is: 2. (4) Reactant: [F:1][C:2]1[CH:3]=[N:4][C:5]2[CH:6]=[CH:7][C:8](=[O:29])[N:9]3[CH2:13][CH:12]([CH2:14][N:15]4[CH2:20][CH2:19][CH:18]([NH:21]C(=O)OC(C)(C)C)[CH2:17][CH2:16]4)[C:11]=1[C:10]=23.C(O)(C(F)(F)F)=O. Product: [NH2:21][CH:18]1[CH2:19][CH2:20][N:15]([CH2:14][CH:12]2[C:11]3=[C:2]([F:1])[CH:3]=[N:4][C:5]4[CH:6]=[CH:7][C:8](=[O:29])[N:9]([C:10]=43)[CH2:13]2)[CH2:16][CH2:17]1. The catalyst class is: 4. (5) Reactant: [C:1]([C:5]1[NH:6][C:7]2[C:12]([CH:13]=1)=[CH:11][C:10]([NH2:14])=[CH:9][CH:8]=2)([CH3:4])([CH3:3])[CH3:2].[CH3:15][O:16][C:17]1[CH:22]=[CH:21][C:20]([C:23]2([C:26](O)=[O:27])[CH2:25][CH2:24]2)=[CH:19][CH:18]=1.C(N(CC)CC)C.CN(C(ON1N=NC2C=CC=NC1=2)=[N+](C)C)C.F[P-](F)(F)(F)(F)F. Product: [C:1]([C:5]1[NH:6][C:7]2[C:12]([CH:13]=1)=[CH:11][C:10]([NH:14][C:26]([C:23]1([C:20]3[CH:19]=[CH:18][C:17]([O:16][CH3:15])=[CH:22][CH:21]=3)[CH2:25][CH2:24]1)=[O:27])=[CH:9][CH:8]=2)([CH3:4])([CH3:2])[CH3:3]. The catalyst class is: 9.